Task: Regression. Given two drug SMILES strings and cell line genomic features, predict the synergy score measuring deviation from expected non-interaction effect.. Dataset: NCI-60 drug combinations with 297,098 pairs across 59 cell lines (1) Drug 1: C1CCC(C1)C(CC#N)N2C=C(C=N2)C3=C4C=CNC4=NC=N3. Drug 2: CCC1=C2CN3C(=CC4=C(C3=O)COC(=O)C4(CC)O)C2=NC5=C1C=C(C=C5)O. Cell line: SF-268. Synergy scores: CSS=41.7, Synergy_ZIP=4.99, Synergy_Bliss=2.16, Synergy_Loewe=-41.5, Synergy_HSA=-1.05. (2) Drug 1: C1=CC(=CC=C1C#N)C(C2=CC=C(C=C2)C#N)N3C=NC=N3. Drug 2: C1CN1P(=S)(N2CC2)N3CC3. Cell line: RPMI-8226. Synergy scores: CSS=24.6, Synergy_ZIP=-6.08, Synergy_Bliss=-3.05, Synergy_Loewe=-4.59, Synergy_HSA=-4.27. (3) Drug 1: CS(=O)(=O)C1=CC(=C(C=C1)C(=O)NC2=CC(=C(C=C2)Cl)C3=CC=CC=N3)Cl. Drug 2: C1C(C(OC1N2C=NC(=NC2=O)N)CO)O. Cell line: SF-295. Synergy scores: CSS=7.44, Synergy_ZIP=-3.98, Synergy_Bliss=-2.27, Synergy_Loewe=-3.80, Synergy_HSA=-1.06. (4) Drug 1: CC(C)NC(=O)C1=CC=C(C=C1)CNNC.Cl. Drug 2: CC1=C(C(=O)C2=C(C1=O)N3CC4C(C3(C2COC(=O)N)OC)N4)N. Cell line: T-47D. Synergy scores: CSS=19.8, Synergy_ZIP=-7.74, Synergy_Bliss=-3.93, Synergy_Loewe=-18.9, Synergy_HSA=-3.88. (5) Drug 1: COC1=CC(=CC(=C1O)OC)C2C3C(COC3=O)C(C4=CC5=C(C=C24)OCO5)OC6C(C(C7C(O6)COC(O7)C8=CC=CS8)O)O. Drug 2: CC1CCC2CC(C(=CC=CC=CC(CC(C(=O)C(C(C(=CC(C(=O)CC(OC(=O)C3CCCCN3C(=O)C(=O)C1(O2)O)C(C)CC4CCC(C(C4)OC)O)C)C)O)OC)C)C)C)OC. Cell line: SW-620. Synergy scores: CSS=46.4, Synergy_ZIP=4.06, Synergy_Bliss=3.46, Synergy_Loewe=5.67, Synergy_HSA=7.42.